Dataset: Forward reaction prediction with 1.9M reactions from USPTO patents (1976-2016). Task: Predict the product of the given reaction. (1) Given the reactants [CH3:1][C@H:2]1[O:7][C@@H:6]([CH3:8])[CH2:5][N:4]([C:9]2[C:30]([CH:31]=O)=[CH:29][C:12]3[C:13]([C:16]4[S:17][CH:18]=[C:19]([C:21]([N:23]5[CH2:28][CH2:27][O:26][CH2:25][CH2:24]5)=[O:22])[N:20]=4)=[N:14][O:15][C:11]=3[C:10]=2[F:33])[CH2:3]1.[NH:34]1[C:41](=[O:42])[CH2:40][C:38](=[O:39])[NH:37][C:35]1=[O:36], predict the reaction product. The product is: [F:33][C:10]1[C:11]2[O:15][N:14]=[C:13]([C:16]3[S:17][CH:18]=[C:19]([C:21]([N:23]4[CH2:24][CH2:25][O:26][CH2:27][CH2:28]4)=[O:22])[N:20]=3)[C:12]=2[CH:29]=[C:30]2[C:9]=1[N:4]1[CH2:3][C@@H:2]([CH3:1])[O:7][C@@H:6]([CH3:8])[C@@H:5]1[C:40]1([C:38](=[O:39])[NH:37][C:35](=[O:36])[NH:34][C:41]1=[O:42])[CH2:31]2. (2) Given the reactants [Br:1][C:2]1[CH:10]=[C:9]2[C:5]([CH2:6][CH2:7][C:8]2([CH3:12])[CH3:11])=[CH:4][CH:3]=1.C(O)(=[O:15])C, predict the reaction product. The product is: [Br:1][C:2]1[CH:10]=[C:9]2[C:5](=[CH:4][CH:3]=1)[C:6](=[O:15])[CH2:7][C:8]2([CH3:12])[CH3:11]. (3) Given the reactants [CH2:1]([O:3][C:4](=[O:24])[CH2:5][C:6]1[CH:11]=[CH:10][C:9]([O:12][CH3:13])=[C:8]([O:14][C:15]2[CH:20]=[CH:19][C:18]([Br:21])=[CH:17][C:16]=2[CH2:22]Br)[CH:7]=1)[CH3:2].[CH3:25][CH:26]([SH:28])[CH3:27], predict the reaction product. The product is: [CH2:1]([O:3][C:4](=[O:24])[CH2:5][C:6]1[CH:11]=[CH:10][C:9]([O:12][CH3:13])=[C:8]([O:14][C:15]2[CH:20]=[CH:19][C:18]([Br:21])=[CH:17][C:16]=2[CH2:22][S:28][CH:26]([CH3:27])[CH3:25])[CH:7]=1)[CH3:2]. (4) Given the reactants F[C:2]1[CH:9]=[CH:8][C:7]([CH2:10][O:11][N:12]=[C:13]2[CH2:18][CH2:17][N:16]([S:19]([C:22]3[CH:27]=[CH:26][C:25](F)=[CH:24][CH:23]=3)(=[O:21])=[O:20])[CH2:15][CH2:14]2)=[CH:6][C:3]=1[C:4]#[N:5].[NH2:29][CH2:30][CH:31]1[CH2:33][CH2:32]1, predict the reaction product. The product is: [CH:31]1([CH2:30][NH:29][C:2]2[CH:9]=[CH:8][C:7]([CH2:10][O:11][N:12]=[C:13]3[CH2:18][CH2:17][N:16]([S:19]([C:22]4[CH:27]=[CH:26][C:25]([NH:29][CH2:30][CH:31]5[CH2:33][CH2:32]5)=[CH:24][CH:23]=4)(=[O:21])=[O:20])[CH2:15][CH2:14]3)=[CH:6][C:3]=2[C:4]#[N:5])[CH2:33][CH2:32]1.